Dataset: Full USPTO retrosynthesis dataset with 1.9M reactions from patents (1976-2016). Task: Predict the reactants needed to synthesize the given product. (1) Given the product [CH3:21][O:20][C:13]1[CH:14]=[C:15]([O:18][CH3:19])[CH:16]=[CH:17][C:12]=1[CH2:11][N:9]1[CH2:10][C:6]2[C:5]([F:23])=[C:4]([NH:24][C@H:25]3[CH2:30][CH2:29][CH2:28][CH2:27][C@H:26]3[NH:31][C:32](=[O:38])[O:33][C:34]([CH3:37])([CH3:36])[CH3:35])[N:3]=[C:2]([C:43]3[CH:42]=[N:41][N:40]([CH3:39])[CH:44]=3)[C:7]=2[C:8]1=[O:22], predict the reactants needed to synthesize it. The reactants are: Cl[C:2]1[C:7]2[C:8](=[O:22])[N:9]([CH2:11][C:12]3[CH:17]=[CH:16][C:15]([O:18][CH3:19])=[CH:14][C:13]=3[O:20][CH3:21])[CH2:10][C:6]=2[C:5]([F:23])=[C:4]([NH:24][C@H:25]2[CH2:30][CH2:29][CH2:28][CH2:27][C@H:26]2[NH:31][C:32](=[O:38])[O:33][C:34]([CH3:37])([CH3:36])[CH3:35])[N:3]=1.[CH3:39][N:40]1[CH:44]=[C:43](B2OC(C)(C)C(C)(C)O2)[CH:42]=[N:41]1. (2) Given the product [CH:15]1([CH2:20][N:21]([CH2:22][CH3:23])[C:2]2[N:7]=[C:6]3[N:8]([CH3:12])[N:9]=[C:10]([CH3:11])[C:5]3=[CH:4][C:3]=2[CH:13]=[O:14])[CH2:19][CH2:18][CH2:17][CH2:16]1, predict the reactants needed to synthesize it. The reactants are: Cl[C:2]1[N:7]=[C:6]2[N:8]([CH3:12])[N:9]=[C:10]([CH3:11])[C:5]2=[CH:4][C:3]=1[CH:13]=[O:14].[CH:15]1([CH2:20][NH:21][CH2:22][CH3:23])[CH2:19][CH2:18][CH2:17][CH2:16]1. (3) Given the product [CH3:8][C:9]1[CH:10]=[CH:11][C:12]([CH:13]([C:14]([OH:16])=[O:15])[O:17][C:2]2[CH:7]=[CH:6][CH:5]=[CH:4][N:3]=2)=[CH:18][CH:19]=1, predict the reactants needed to synthesize it. The reactants are: Cl[C:2]1[CH:7]=[CH:6][CH:5]=[CH:4][N:3]=1.[CH3:8][C:9]1[CH:19]=[CH:18][C:12]([CH:13]([OH:17])[C:14]([OH:16])=[O:15])=[CH:11][CH:10]=1.CC([O-])(C)C.[K+].O. (4) Given the product [Cl:28][C:25]1[CH:26]=[CH:27][C:22]([C:21]2[C:15]3[O:14][CH:13]([CH2:12][NH2:29])[CH2:17][C:16]=3[CH:18]=[CH:19][CH:20]=2)=[CH:23][CH:24]=1, predict the reactants needed to synthesize it. The reactants are: CC1C=CC(S(O[CH2:12][CH:13]2[CH2:17][C:16]3[CH:18]=[CH:19][CH:20]=[C:21]([C:22]4[CH:27]=[CH:26][C:25]([Cl:28])=[CH:24][CH:23]=4)[C:15]=3[O:14]2)(=O)=O)=CC=1.[N-:29]=[N+]=[N-].[Na+].N(CC1CC2C=CC=C(C3C=CC(F)=CC=3)C=2O1)=[N+]=[N-].[N-]=[N+]=[N-]. (5) Given the product [ClH:12].[NH2:2][CH2:1][C:3]1[CH:8]=[CH:7][CH:6]=[CH:5][C:4]=1[S:9]([NH:19][CH:13]1[CH2:18][CH2:17][CH2:16][CH2:15][CH2:14]1)(=[O:11])=[O:10], predict the reactants needed to synthesize it. The reactants are: [C:1]([C:3]1[CH:8]=[CH:7][CH:6]=[CH:5][C:4]=1[S:9]([Cl:12])(=[O:11])=[O:10])#[N:2].[CH:13]1([NH2:19])[CH2:18][CH2:17][CH2:16][CH2:15][CH2:14]1.Cl.NCC1C=CC=CC=1S(NCC)(=O)=O.